The task is: Predict the reactants needed to synthesize the given product.. This data is from Full USPTO retrosynthesis dataset with 1.9M reactions from patents (1976-2016). (1) Given the product [OH:8][C:5]1[CH:6]=[CH:7][C:2]([N:1]2[C:12](=[O:13])[CH2:11][C:10]([CH3:18])([CH3:9])[CH2:16][C:15]2=[O:14])=[CH:3][CH:4]=1, predict the reactants needed to synthesize it. The reactants are: [NH2:1][C:2]1[CH:7]=[CH:6][C:5]([OH:8])=[CH:4][CH:3]=1.[CH3:9][C:10]1([CH3:18])[CH2:16][C:15](=O)[O:14][C:12](=[O:13])[CH2:11]1.C.O.C(O)C. (2) Given the product [Cl:18][C:19]1[CH:24]=[C:23]([C:25]([F:28])([F:26])[F:27])[CH:22]=[CH:21][C:20]=1[N:29]1[CH2:34][CH2:33][O:32][C:31]2[CH:35]=[C:36]([S:39]([NH:1][C:2]3[CH:7]=[CH:6][N:5]=[CH:4][N:3]=3)(=[O:40])=[O:41])[CH:37]=[CH:38][C:30]1=2, predict the reactants needed to synthesize it. The reactants are: [NH2:1][C:2]1[CH:7]=[CH:6][N:5]=[CH:4][N:3]=1.C[Si]([N-][Si](C)(C)C)(C)C.[Li+].[Cl:18][C:19]1[CH:24]=[C:23]([C:25]([F:28])([F:27])[F:26])[CH:22]=[CH:21][C:20]=1[N:29]1[CH2:34][CH2:33][O:32][C:31]2[CH:35]=[C:36]([S:39](OC3C(F)=C(F)C(F)=C(F)C=3F)(=[O:41])=[O:40])[CH:37]=[CH:38][C:30]1=2.C(O)(=O)C. (3) Given the product [CH3:1][N:2]1[C:7](=[O:8])[C:6]2=[C:9]([S:26]([C:27]3[CH:32]=[CH:31][CH:30]=[CH:29][CH:28]=3)=[O:39])[N:10]([CH2:12][C:13]3[CH:18]=[CH:17][C:16]([C:19]4[CH:24]=[CH:23][CH:22]=[C:21]([F:25])[N:20]=4)=[CH:15][CH:14]=3)[N:11]=[C:5]2[N:4]2[C@H:33]3[CH2:38][CH2:37][CH2:36][C@H:34]3[N:35]=[C:3]12, predict the reactants needed to synthesize it. The reactants are: [CH3:1][N:2]1[C:7](=[O:8])[C:6]2=[C:9]([S:26][C:27]3[CH:32]=[CH:31][CH:30]=[CH:29][CH:28]=3)[N:10]([CH2:12][C:13]3[CH:18]=[CH:17][C:16]([C:19]4[CH:24]=[CH:23][CH:22]=[C:21]([F:25])[N:20]=4)=[CH:15][CH:14]=3)[N:11]=[C:5]2[N:4]2[C@H:33]3[CH2:38][CH2:37][CH2:36][C@H:34]3[N:35]=[C:3]12.[OH:39]OS([O-])=O.[K+]. (4) Given the product [CH2:1]([C@H:8]([NH:26][C:27]([C:29]1[N:33]2[CH2:34][CH2:35][N:36]([C:38]([O:40][C:41]([CH3:44])([CH3:42])[CH3:43])=[O:39])[CH2:37][C:32]2=[C:31]([C:45](=[O:46])[N:50]([CH2:51][CH3:52])[CH2:48][CH3:49])[CH:30]=1)=[O:28])[C@H:9]([OH:25])[CH2:10][NH:11][C:12]1([C:15]2[CH:20]=[CH:19][CH:18]=[C:17]([C:21]([F:22])([F:23])[F:24])[CH:16]=2)[CH2:13][CH2:14]1)[C:2]1[CH:7]=[CH:6][CH:5]=[CH:4][CH:3]=1, predict the reactants needed to synthesize it. The reactants are: [CH2:1]([C@H:8]([NH:26][C:27]([C:29]1[N:33]2[CH2:34][CH2:35][N:36]([C:38]([O:40][C:41]([CH3:44])([CH3:43])[CH3:42])=[O:39])[CH2:37][C:32]2=[C:31]([C:45](O)=[O:46])[CH:30]=1)=[O:28])[C@H:9]([OH:25])[CH2:10][NH:11][C:12]1([C:15]2[CH:20]=[CH:19][CH:18]=[C:17]([C:21]([F:24])([F:23])[F:22])[CH:16]=2)[CH2:14][CH2:13]1)[C:2]1[CH:7]=[CH:6][CH:5]=[CH:4][CH:3]=1.[CH2:48]([NH:50][CH2:51][CH3:52])[CH3:49].OC1C2N=NNC=2C=CC=1.C(N(CC)C(C)C)(C)C.Cl.CN(C)CCCN=C=NCC. (5) Given the product [Br:29][C:11]1[C:10]2[NH:9][C:8]3[C:16](=[CH:17][C:5]([C:1]([CH3:4])([CH3:3])[CH3:2])=[CH:6][CH:7]=3)[C:15]=2[CH:14]=[C:13]([C:18]([CH3:21])([CH3:20])[CH3:19])[CH:12]=1, predict the reactants needed to synthesize it. The reactants are: [C:1]([C:5]1[CH:6]=[CH:7][C:8]2[NH:9][C:10]3[C:15]([C:16]=2[CH:17]=1)=[CH:14][C:13]([C:18]([CH3:21])([CH3:20])[CH3:19])=[CH:12][CH:11]=3)([CH3:4])([CH3:3])[CH3:2].C1C(=O)N([Br:29])C(=O)C1.